Dataset: NCI-60 drug combinations with 297,098 pairs across 59 cell lines. Task: Regression. Given two drug SMILES strings and cell line genomic features, predict the synergy score measuring deviation from expected non-interaction effect. (1) Drug 1: CC1=CC2C(CCC3(C2CCC3(C(=O)C)OC(=O)C)C)C4(C1=CC(=O)CC4)C. Drug 2: C1=CN(C=N1)CC(O)(P(=O)(O)O)P(=O)(O)O. Cell line: SNB-75. Synergy scores: CSS=2.84, Synergy_ZIP=-0.254, Synergy_Bliss=3.41, Synergy_Loewe=-11.2, Synergy_HSA=-1.76. (2) Drug 1: C(CC(=O)O)C(=O)CN.Cl. Drug 2: COC1=C2C(=CC3=C1OC=C3)C=CC(=O)O2. Cell line: MALME-3M. Synergy scores: CSS=15.2, Synergy_ZIP=-0.733, Synergy_Bliss=2.25, Synergy_Loewe=0.526, Synergy_HSA=-0.880. (3) Drug 1: CCC1(CC2CC(C3=C(CCN(C2)C1)C4=CC=CC=C4N3)(C5=C(C=C6C(=C5)C78CCN9C7C(C=CC9)(C(C(C8N6C)(C(=O)OC)O)OC(=O)C)CC)OC)C(=O)OC)O.OS(=O)(=O)O. Drug 2: CC1C(C(CC(O1)OC2CC(CC3=C2C(=C4C(=C3O)C(=O)C5=C(C4=O)C(=CC=C5)OC)O)(C(=O)CO)O)N)O.Cl. Cell line: SK-OV-3. Synergy scores: CSS=36.1, Synergy_ZIP=-6.98, Synergy_Bliss=-5.63, Synergy_Loewe=-3.80, Synergy_HSA=-2.87. (4) Drug 1: COC1=CC(=CC(=C1O)OC)C2C3C(COC3=O)C(C4=CC5=C(C=C24)OCO5)OC6C(C(C7C(O6)COC(O7)C8=CC=CS8)O)O. Drug 2: C1=NC2=C(N=C(N=C2N1C3C(C(C(O3)CO)O)F)Cl)N. Cell line: MDA-MB-435. Synergy scores: CSS=4.02, Synergy_ZIP=-8.42, Synergy_Bliss=-4.18, Synergy_Loewe=-8.51, Synergy_HSA=-4.14. (5) Drug 1: CCC1=CC2CC(C3=C(CN(C2)C1)C4=CC=CC=C4N3)(C5=C(C=C6C(=C5)C78CCN9C7C(C=CC9)(C(C(C8N6C)(C(=O)OC)O)OC(=O)C)CC)OC)C(=O)OC.C(C(C(=O)O)O)(C(=O)O)O. Drug 2: CC1=C2C(C(=O)C3(C(CC4C(C3C(C(C2(C)C)(CC1OC(=O)C(C(C5=CC=CC=C5)NC(=O)C6=CC=CC=C6)O)O)OC(=O)C7=CC=CC=C7)(CO4)OC(=O)C)O)C)OC(=O)C. Cell line: HOP-62. Synergy scores: CSS=36.8, Synergy_ZIP=-1.83, Synergy_Bliss=2.45, Synergy_Loewe=-2.19, Synergy_HSA=4.03. (6) Drug 1: CC1C(C(CC(O1)OC2CC(CC3=C2C(=C4C(=C3O)C(=O)C5=C(C4=O)C(=CC=C5)OC)O)(C(=O)C)O)N)O.Cl. Drug 2: CC1C(C(=O)NC(C(=O)N2CCCC2C(=O)N(CC(=O)N(C(C(=O)O1)C(C)C)C)C)C(C)C)NC(=O)C3=C4C(=C(C=C3)C)OC5=C(C(=O)C(=C(C5=N4)C(=O)NC6C(OC(=O)C(N(C(=O)CN(C(=O)C7CCCN7C(=O)C(NC6=O)C(C)C)C)C)C(C)C)C)N)C. Cell line: RXF 393. Synergy scores: CSS=11.0, Synergy_ZIP=6.35, Synergy_Bliss=6.13, Synergy_Loewe=5.02, Synergy_HSA=5.85. (7) Drug 1: C1CC(=O)NC(=O)C1N2CC3=C(C2=O)C=CC=C3N. Drug 2: C1C(C(OC1N2C=NC3=C2NC=NCC3O)CO)O. Cell line: OVCAR-4. Synergy scores: CSS=-1.95, Synergy_ZIP=-1.47, Synergy_Bliss=-4.56, Synergy_Loewe=-4.19, Synergy_HSA=-4.42. (8) Drug 1: C1CC(=O)NC(=O)C1N2CC3=C(C2=O)C=CC=C3N. Drug 2: CC1=C(C=C(C=C1)NC(=O)C2=CC=C(C=C2)CN3CCN(CC3)C)NC4=NC=CC(=N4)C5=CN=CC=C5. Cell line: HCT116. Synergy scores: CSS=10.3, Synergy_ZIP=-1.34, Synergy_Bliss=2.98, Synergy_Loewe=1.07, Synergy_HSA=1.32. (9) Synergy scores: CSS=-0.172, Synergy_ZIP=-4.45, Synergy_Bliss=-9.84, Synergy_Loewe=-9.79, Synergy_HSA=-9.89. Cell line: HCT116. Drug 1: C(CC(=O)O)C(=O)CN.Cl. Drug 2: C1CNP(=O)(OC1)N(CCCl)CCCl.